From a dataset of Full USPTO retrosynthesis dataset with 1.9M reactions from patents (1976-2016). Predict the reactants needed to synthesize the given product. (1) Given the product [F:29][CH:28]([F:30])[C:23]1[CH:22]=[C:21]([S:19][CH2:18][C:15]2[CH:16]=[CH:17][C:12]([O:11][CH3:10])=[CH:13][CH:14]=2)[CH:26]=[C:25]([F:27])[CH:24]=1, predict the reactants needed to synthesize it. The reactants are: CCN(C(C)C)C(C)C.[CH3:10][O:11][C:12]1[CH:17]=[CH:16][C:15]([CH2:18][SH:19])=[CH:14][CH:13]=1.Br[C:21]1[CH:26]=[C:25]([F:27])[CH:24]=[C:23]([CH:28]([F:30])[F:29])[CH:22]=1. (2) Given the product [CH3:14][O:5][C:4](=[O:6])[C:3]1[CH:7]=[CH:8][C:9]([O:12][CH3:13])=[C:10]([Cl:11])[C:2]=1[NH2:1], predict the reactants needed to synthesize it. The reactants are: [NH2:1][C:2]1[C:10]([Cl:11])=[C:9]([O:12][CH3:13])[CH:8]=[CH:7][C:3]=1[C:4]([OH:6])=[O:5].[C:14]([O-])([O-])=O.[K+].[K+].CI.C(O)(=O)CC(CC(O)=O)(C(O)=O)O.